Dataset: Reaction yield outcomes from USPTO patents with 853,638 reactions. Task: Predict the reaction yield, written as a fraction of the theoretical maximum amount of product (1.0 means a 100% yield; for example, 0.34 means a 34% yield). (1) The reactants are Cl[C:2]1[CH:11]=[C:10]2[C:5]([C:6]([OH:19])=[C:7]([C:12]3[CH:17]=[CH:16][CH:15]=[CH:14][C:13]=3[Cl:18])[N:8]=[CH:9]2)=[CH:4][N:3]=1.[CH:20]1([C:23]([NH2:25])=[O:24])[CH2:22][CH2:21]1.C(=O)([O-])[O-].[Cs+].[Cs+]. The catalyst is O1CCCC1.C(OCC)(=O)C. The product is [Cl:18][C:13]1[CH:14]=[CH:15][CH:16]=[CH:17][C:12]=1[C:7]1[C:6]([OH:19])=[C:5]2[C:10]([CH:11]=[C:2]([NH:25][C:23]([CH:20]3[CH2:22][CH2:21]3)=[O:24])[N:3]=[CH:4]2)=[CH:9][N:8]=1. The yield is 0.400. (2) The reactants are [Br:1][C:2]1[CH:13]=[CH:12][C:5]([CH2:6][CH:7]([C:10]#[N:11])[C:8]#[N:9])=[C:4]([F:14])[CH:3]=1.[H-].[Na+].Br[CH2:18][CH2:19][F:20]. The catalyst is CN(C)C=O. The product is [Br:1][C:2]1[CH:13]=[CH:12][C:5]([CH2:6][C:7]([CH2:18][CH2:19][F:20])([C:8]#[N:9])[C:10]#[N:11])=[C:4]([F:14])[CH:3]=1. The yield is 0.330.